This data is from Catalyst prediction with 721,799 reactions and 888 catalyst types from USPTO. The task is: Predict which catalyst facilitates the given reaction. (1) Reactant: C([O:8][C:9]1[CH:10]=[CH:11][C:12]2[C:13]3[N:21]([CH2:22][CH:23]([CH3:25])[CH3:24])[C:20]([CH2:26][CH2:27][CH3:28])=[N:19][C:14]=3[CH:15]=[N:16][C:17]=2[CH:18]=1)C1C=CC=CC=1.C([O-])=O.[NH4+]. Product: [CH3:24][CH:23]([CH3:25])[CH2:22][N:21]1[C:13]2[C:12]3[CH:11]=[CH:10][C:9]([OH:8])=[CH:18][C:17]=3[N:16]=[CH:15][C:14]=2[N:19]=[C:20]1[CH2:26][CH2:27][CH3:28]. The catalyst class is: 63. (2) The catalyst class is: 24. Reactant: [OH-].[Na+].[CH3:3][C:4]1[O:8][C:7]([C:9]2[CH:33]=[CH:32][C:12]([O:13][C:14]3[CH:15]=[C:16]([CH:21]=[C:22]([O:24][C@@H:25]4[CH2:29][CH2:28][N:27]([CH3:30])[C:26]4=[O:31])[CH:23]=3)[C:17]([O:19]C)=[O:18])=[CH:11][CH:10]=2)=[N:6][N:5]=1. Product: [CH3:3][C:4]1[O:8][C:7]([C:9]2[CH:33]=[CH:32][C:12]([O:13][C:14]3[CH:15]=[C:16]([CH:21]=[C:22]([O:24][C@@H:25]4[CH2:29][CH2:28][N:27]([CH3:30])[C:26]4=[O:31])[CH:23]=3)[C:17]([OH:19])=[O:18])=[CH:11][CH:10]=2)=[N:6][N:5]=1. (3) Reactant: [NH2:1][C:2]1[C:3]([F:23])=[CH:4][C:5]([Cl:22])=[C:6]([C:8]2[C:9](=[O:21])[N:10]([CH2:19][CH3:20])[C:11]3[C:16]([CH:17]=2)=[CH:15][N:14]=[C:13](Cl)[CH:12]=3)[CH:7]=1.[CH3:24][N:25]([CH3:29])[CH2:26][CH2:27][CH3:28].C[N:31](C=O)C. Product: [NH2:1][C:2]1[C:3]([F:23])=[CH:4][C:5]([Cl:22])=[C:6]([C:8]2[C:9](=[O:21])[N:10]([CH2:19][CH3:20])[C:11]3[C:16]([CH:17]=2)=[CH:15][N:14]=[C:13]([NH:31][CH2:28][CH2:27][CH2:26][N:25]([CH3:29])[CH3:24])[CH:12]=3)[CH:7]=1. The catalyst class is: 6. (4) The catalyst class is: 3. Reactant: [CH3:1][C:2]1[CH:10]=[CH:9][C:5]([C:6](O)=[O:7])=[CH:4][C:3]=1[B:11]1[O:15][C:14]([CH3:17])([CH3:16])[C:13]([CH3:19])([CH3:18])[O:12]1.CN(C(O[N:28]1N=N[C:30]2[CH:31]=CC=C[C:29]1=2)=[N+](C)C)C.F[P-](F)(F)(F)(F)F.CCN(C(C)C)C(C)C.C(N)CC. Product: [CH3:1][C:2]1[CH:10]=[CH:9][C:5]([C:6]([NH:28][CH2:29][CH2:30][CH3:31])=[O:7])=[CH:4][C:3]=1[B:11]1[O:12][C:13]([CH3:19])([CH3:18])[C:14]([CH3:17])([CH3:16])[O:15]1. (5) Reactant: [NH2:1][C:2]1[CH:3]=[CH:4][C:5]2[S:9][C:8]([CH3:10])=[N:7][C:6]=2[CH:11]=1.C(N(CC)CC)C.ClC(Cl)(O[C:23](=[O:29])OC(Cl)(Cl)Cl)Cl.[F:31][C:32]1[CH:37]=[CH:36][CH:35]=[CH:34][C:33]=1[N:38]1[CH2:43][CH2:42][NH:41][CH2:40][CH2:39]1. Product: [F:31][C:32]1[CH:37]=[CH:36][CH:35]=[CH:34][C:33]=1[N:38]1[CH2:43][CH2:42][N:41]([C:23]([NH:1][C:2]2[CH:3]=[CH:4][C:5]3[S:9][C:8]([CH3:10])=[N:7][C:6]=3[CH:11]=2)=[O:29])[CH2:40][CH2:39]1. The catalyst class is: 2. (6) Reactant: [Cl:1][C:2]1[CH:3]=[C:4]([NH:8][C:9]2[N:14]=[C:13]([C:15]3[CH:20]=[CH:19][N:18]=[C:17]([C:21](OCC)=[O:22])[CH:16]=3)[CH:12]=[CH:11][N:10]=2)[CH:5]=[CH:6][CH:7]=1.[BH4-].[Na+].O. Product: [Cl:1][C:2]1[CH:3]=[C:4]([NH:8][C:9]2[N:14]=[C:13]([C:15]3[CH:20]=[CH:19][N:18]=[C:17]([CH2:21][OH:22])[CH:16]=3)[CH:12]=[CH:11][N:10]=2)[CH:5]=[CH:6][CH:7]=1. The catalyst class is: 5. (7) Reactant: [F:1][C:2]1[CH:7]=[C:6]([I:8])[CH:5]=[CH:4][C:3]=1[NH:9][C:10](=[NH:17])[CH2:11][C:12]([O:14][CH2:15][CH3:16])=[O:13].Br[C:19]1[CH2:23][CH2:22][C:21](=[O:24])[C:20]=1O. Product: [F:1][C:2]1[CH:7]=[C:6]([I:8])[CH:5]=[CH:4][C:3]=1[NH:9][C:10]1[NH:17][C:20]2[C:21](=[O:24])[CH2:22][CH2:23][C:19]=2[C:11]=1[C:12]([O:14][CH2:15][CH3:16])=[O:13]. The catalyst class is: 12.